Dataset: Forward reaction prediction with 1.9M reactions from USPTO patents (1976-2016). Task: Predict the product of the given reaction. Given the reactants Br[C:2]1[CH:3]=[C:4]([CH2:8][O:9][SiH:10]([CH3:12])[CH3:11])[CH:5]=[CH:6][CH:7]=1.C[C:14]([CH3:17])([CH3:16])[CH3:15].[Li]CCCC.[B:23](OCCCC)([O:29]CCCC)[O:24]CCCC.OP(O)(O)=O, predict the reaction product. The product is: [CH3:15][C:14]([Si:10]([CH3:12])([CH3:11])[O:9][CH2:8][C:4]1[CH:3]=[C:2]([B:23]([OH:29])[OH:24])[CH:7]=[CH:6][CH:5]=1)([CH3:17])[CH3:16].